This data is from Catalyst prediction with 721,799 reactions and 888 catalyst types from USPTO. The task is: Predict which catalyst facilitates the given reaction. Reactant: [CH2:1]([N:8]1[CH2:17][CH2:16][C:15]2[C:14](Cl)=[N:13][CH:12]=[N:11][C:10]=2[CH2:9]1)[C:2]1[CH:7]=[CH:6][CH:5]=[CH:4][CH:3]=1.[F:19][C:20]1[CH:25]=[CH:24][C:23]([NH2:26])=[CH:22][CH:21]=1. Product: [CH2:1]([N:8]1[CH2:17][CH2:16][C:15]2[C:14]([NH:26][C:23]3[CH:24]=[CH:25][C:20]([F:19])=[CH:21][CH:22]=3)=[N:13][CH:12]=[N:11][C:10]=2[CH2:9]1)[C:2]1[CH:7]=[CH:6][CH:5]=[CH:4][CH:3]=1. The catalyst class is: 10.